From a dataset of Full USPTO retrosynthesis dataset with 1.9M reactions from patents (1976-2016). Predict the reactants needed to synthesize the given product. (1) Given the product [O:30]=[C:28]1[NH:29][C:25]([NH:1][CH2:2][C:3]2[CH:12]=[CH:11][CH:10]=[C:9]3[C:4]=2[CH:5]=[CH:6][C:7]([NH:13][S:14]([C:17]2[CH:18]=[CH:19][CH:20]=[CH:21][CH:22]=2)(=[O:16])=[O:15])=[CH:8]3)=[N:26][CH2:27]1, predict the reactants needed to synthesize it. The reactants are: [NH2:1][CH2:2][CH:3]1[CH2:12][CH2:11][CH2:10][C:9]2[CH:8]=[C:7]([NH:13][S:14]([C:17]3[CH:22]=[CH:21][CH:20]=[CH:19][CH:18]=3)(=[O:16])=[O:15])[CH:6]=[CH:5][C:4]1=2.CS[C:25]1[NH:29][C:28](=[O:30])[CH2:27][N:26]=1.[OH-].[Na+]. (2) Given the product [Cl:1][C:2]1[N:3]=[C:4]([N:15]2[CH2:16][CH2:17][O:18][CH2:19][CH2:20]2)[C:5]2[N:10]=[C:9]([C:11]([O:14][CH3:25])([CH3:13])[CH3:12])[S:8][C:6]=2[N:7]=1, predict the reactants needed to synthesize it. The reactants are: [Cl:1][C:2]1[N:3]=[C:4]([N:15]2[CH2:20][CH2:19][O:18][CH2:17][CH2:16]2)[C:5]2[N:10]=[C:9]([C:11]([OH:14])([CH3:13])[CH3:12])[S:8][C:6]=2[N:7]=1.[H-].[Na+].CI.[C:25](OCC)(=O)C.